From a dataset of hERG potassium channel inhibition data for cardiac toxicity prediction from Karim et al.. Regression/Classification. Given a drug SMILES string, predict its toxicity properties. Task type varies by dataset: regression for continuous values (e.g., LD50, hERG inhibition percentage) or binary classification for toxic/non-toxic outcomes (e.g., AMES mutagenicity, cardiotoxicity, hepatotoxicity). Dataset: herg_karim. (1) The drug is O=C(Cc1ccc([N+](=O)[O-])cc1)N1CCN(CCc2ccc([N+](=O)[O-])cc2)CC1. The result is 1 (blocker). (2) The drug is Cc1cc(F)ccc1C1CCN(CC2Cc3c(Cl)ccc(O)c3CN2)CC1. The result is 1 (blocker). (3) The compound is CC[C@@H](NC(=O)c1cc(C(=O)N[C@H](CC)c2ccc(OC)nc2)n2c1COCC2)c1ccccc1. The result is 0 (non-blocker). (4) The drug is Fc1ccc2c(C3NCCCC3F)c(-c3ccccc3)[nH]c2c1. The result is 1 (blocker). (5) The molecule is c1cncc(-c2ccc(-c3nnc(C4CN5CCC4CC5)o3)o2)c1. The result is 0 (non-blocker). (6) The compound is NC1(C(=O)NC(CCCN2CCCC2)c2ccc(Cl)cc2)CCN(c2ncnc3[nH]ccc23)CC1. The result is 0 (non-blocker). (7) The molecule is Cc1ccc(Cn2cc(CN(C(=O)C3CNCCC3(O)c3ccc(F)c(F)c3)C3CC3)c3c(F)cccc32)cn1. The result is 1 (blocker). (8) The drug is Nc1nc2cc3c(cc2s1)CCN(Cc1cnco1)CC3. The result is 0 (non-blocker).